Dataset: Forward reaction prediction with 1.9M reactions from USPTO patents (1976-2016). Task: Predict the product of the given reaction. (1) Given the reactants C(NC(=O)O)(C)(C)C.[CH2:9]([NH:12][C:13]([C:15]1([S:18]([NH2:21])(=[O:20])=[O:19])[CH2:17][CH2:16]1)=[O:14])[CH2:10][CH3:11].COCC1(S(N)(=O)=O)CC1, predict the reaction product. The product is: [CH2:9]([NH:12][C:13]([C:15]1([S:18]([NH2:21])(=[O:19])=[O:20])[CH2:17][CH2:16]1)=[O:14])[CH2:10][CH3:11]. (2) The product is: [O:44]=[C:38]1[C:39](=[O:40])[NH:1][C:4]2[C:5](=[CH:6][CH:7]=[C:8]([NH:10][C:11]([C:13]3[C:14]([C:19]4[CH:24]=[CH:23][C:22]([C:25]([F:27])([F:26])[F:28])=[CH:21][CH:20]=4)=[CH:15][CH:16]=[CH:17][CH:18]=3)=[O:12])[CH:9]=2)[N:29]1[CH2:30][CH2:31][C:32]1[CH:37]=[CH:36][CH:35]=[CH:34][N:33]=1. Given the reactants [N+:1]([C:4]1[CH:9]=[C:8]([NH:10][C:11]([C:13]2[CH:18]=[CH:17][CH:16]=[CH:15][C:14]=2[C:19]2[CH:24]=[CH:23][C:22]([C:25]([F:28])([F:27])[F:26])=[CH:21][CH:20]=2)=[O:12])[CH:7]=[CH:6][C:5]=1[N:29]([C:38](=[O:44])[C:39](OCC)=[O:40])[CH2:30][CH2:31][C:32]1[CH:37]=[CH:36][CH:35]=[CH:34][N:33]=1)([O-])=O.[Cl-].[NH4+], predict the reaction product. (3) Given the reactants [Br:1][C:2]1[CH:3]=[CH:4][CH:5]=[C:6]2[C:11]=1[N:10]=[CH:9][CH:8]=[CH:7]2.[N+:12]([O-])([OH:14])=[O:13], predict the reaction product. The product is: [Br:1][C:2]1[CH:3]=[CH:4][C:5]([N+:12]([O-:14])=[O:13])=[C:6]2[C:11]=1[N:10]=[CH:9][CH:8]=[CH:7]2. (4) Given the reactants N([O-])=O.[Na+].N[C:6]1[CH:7]=[C:8]2[C:22](=[CH:23][CH:24]=1)[CH2:21][C:10]1([O:15][C:14](=[O:16])[NH:13][C:12]3[N:17]=[CH:18][CH:19]=[CH:20][C:11]1=3)[CH2:9]2.[I-:25].[Na+], predict the reaction product. The product is: [I:25][C:6]1[CH:7]=[C:8]2[C:22](=[CH:23][CH:24]=1)[CH2:21][C:10]1([O:15][C:14](=[O:16])[NH:13][C:12]3[N:17]=[CH:18][CH:19]=[CH:20][C:11]1=3)[CH2:9]2. (5) Given the reactants [CH2:1]([O:3][C:4](=[O:9])[C:5](SC)=S)[CH3:2].[NH:10]([C:12]([S-:14])=[S:13])[NH2:11].[K+], predict the reaction product. The product is: [SH:13][C:12]1[S:14][C:5]([C:4]([O:3][CH2:1][CH3:2])=[O:9])=[N:11][N:10]=1.